This data is from Catalyst prediction with 721,799 reactions and 888 catalyst types from USPTO. The task is: Predict which catalyst facilitates the given reaction. (1) Reactant: C([O:4][C:5]1[C:13]2[O:12][C:11]([CH3:15])([CH3:14])[CH2:10][C:9]=2[CH:8]=[C:7]([Cl:16])[CH:6]=1)(=O)C.[OH-].[Na+]. Product: [Cl:16][C:7]1[CH:6]=[C:5]([OH:4])[C:13]2[O:12][C:11]([CH3:15])([CH3:14])[CH2:10][C:9]=2[CH:8]=1. The catalyst class is: 5. (2) Product: [C:1]([O:4][CH:5]1[CH2:10][CH:9]([CH3:11])[CH2:8][CH2:7][CH:6]1[C:12]([Cl:18])=[O:14])(=[O:3])[CH3:2]. The catalyst class is: 120. Reactant: [C:1]([O:4][C@H:5]1[CH2:10][C@H:9]([CH3:11])[CH2:8][CH2:7][C@H:6]1[C:12]([OH:14])=O)(=[O:3])[CH3:2].C(Cl)(=O)C([Cl:18])=O.